This data is from Forward reaction prediction with 1.9M reactions from USPTO patents (1976-2016). The task is: Predict the product of the given reaction. Given the reactants [F:1][C:2]1[CH:3]=[CH:4][CH:5]=[C:6]2[C:10]=1[CH:9]([CH2:11][CH2:12][C:13]([NH:15][C:16]1[CH:24]=[CH:23][C:19]([C:20](O)=O)=[CH:18][N:17]=1)=[O:14])[N:8]([CH2:25][C:26]1[CH:31]=[CH:30][C:29]([F:32])=[CH:28][CH:27]=1)[C:7]2=[O:33].CC1C=CC(N)=NC=1, predict the reaction product. The product is: [F:1][C:2]1[CH:3]=[CH:4][CH:5]=[C:6]2[C:10]=1[CH:9]([CH2:11][CH2:12][C:13]([NH:15][C:16]1[CH:24]=[CH:23][C:19]([CH3:20])=[CH:18][N:17]=1)=[O:14])[N:8]([CH2:25][C:26]1[CH:27]=[CH:28][C:29]([F:32])=[CH:30][CH:31]=1)[C:7]2=[O:33].